This data is from Catalyst prediction with 721,799 reactions and 888 catalyst types from USPTO. The task is: Predict which catalyst facilitates the given reaction. (1) Reactant: [C:1]([O:5][C:6]([N:8]1[CH2:12][C@@H:11]([NH2:13])[CH2:10][C@H:9]1[CH2:14][CH3:15])=[O:7])([CH3:4])([CH3:3])[CH3:2].[F:16][C:17]([F:31])([F:30])[C:18]1[CH:19]=[C:20]([CH:23]=[C:24]([C:26]([F:29])([F:28])[F:27])[CH:25]=1)[CH:21]=O.[BH4-].[Na+]. Product: [C:1]([O:5][C:6]([N:8]1[CH2:12][C@@H:11]([NH:13][CH2:21][C:20]2[CH:23]=[C:24]([C:26]([F:28])([F:29])[F:27])[CH:25]=[C:18]([C:17]([F:16])([F:30])[F:31])[CH:19]=2)[CH2:10][C@H:9]1[CH2:14][CH3:15])=[O:7])([CH3:4])([CH3:3])[CH3:2]. The catalyst class is: 5. (2) Reactant: [CH3:1][O:2][C:3]1[CH:4]=[CH:5][N:6]=[C:7]([CH2:11][S+:12]([O-:26])[C:13]2[NH:14][C:15]3[CH:16]=[CH:17][C:18]([O:22][CH:23]([F:25])[F:24])=[CH:19][C:20]=3[N:21]=2)[C:8]=1[O:9][CH3:10].[OH-].[Na+:28]. Product: [CH3:1][O:2][C:3]1[CH:4]=[CH:5][N:6]=[C:7]([CH2:11][S+:12]([O-:26])[C:13]2[N-:14][C:15]3[CH:16]=[CH:17][C:18]([O:22][CH:23]([F:24])[F:25])=[CH:19][C:20]=3[N:21]=2)[C:8]=1[O:9][CH3:10].[Na+:28]. The catalyst class is: 51. (3) Reactant: [Cl:1][C:2]1[C:17]([Cl:18])=[C:16]([N:19]2[CH2:24][CH2:23][NH:22][CH2:21][CH2:20]2)[CH:15]=[CH:14][C:3]=1[NH:4]CC1C=CC(OC)=CC=1.C(O)(C(F)(F)F)=O. The catalyst class is: 4. Product: [Cl:1][C:2]1[C:17]([Cl:18])=[C:16]([N:19]2[CH2:20][CH2:21][NH:22][CH2:23][CH2:24]2)[CH:15]=[CH:14][C:3]=1[NH2:4]. (4) Reactant: [Br:1][C:2]1[CH:3]=[CH:4][C:5]([F:16])=[C:6]([C:8]([N+:13]([O-])=O)([CH2:11][OH:12])[CH2:9][OH:10])[CH:7]=1. Product: [NH2:13][C:8]([C:6]1[CH:7]=[C:2]([Br:1])[CH:3]=[CH:4][C:5]=1[F:16])([CH2:9][OH:10])[CH2:11][OH:12]. The catalyst class is: 565.